From a dataset of Forward reaction prediction with 1.9M reactions from USPTO patents (1976-2016). Predict the product of the given reaction. (1) Given the reactants C(OC(N1C[C@@H](C)N2[C@H](CC3C2=NC(CC)=C(CO)C=3)C1)=O)(C)(C)C.[C:26]([O:30][C:31]([N:33]1[CH2:45][C@@H:44]([CH3:46])[N:43]2[C@H:35]([CH2:36][C:37]3[C:42]2=[N:41][C:40]([CH:47]([F:49])[F:48])=[C:39]([CH:50]=[O:51])[CH:38]=3)[CH2:34]1)=[O:32])([CH3:29])([CH3:28])[CH3:27].[BH4-].[Na+], predict the reaction product. The product is: [C:26]([O:30][C:31]([N:33]1[CH2:45][C@@H:44]([CH3:46])[N:43]2[C@H:35]([CH2:36][C:37]3[C:42]2=[N:41][C:40]([CH:47]([F:49])[F:48])=[C:39]([CH2:50][OH:51])[CH:38]=3)[CH2:34]1)=[O:32])([CH3:27])([CH3:28])[CH3:29]. (2) Given the reactants [N:1]1([C:7]2[CH:12]=[CH:11][C:10](/[C:13](/[CH3:18])=[CH:14]/[C:15]([OH:17])=O)=[CH:9][CH:8]=2)[CH2:6][CH2:5][CH2:4][CH2:3][CH2:2]1.[NH3:19].Cl.O.[CH3:22][N:23]([CH:25]=O)C, predict the reaction product. The product is: [CH:22]1[C:11]2[C:10](=[C:9]([NH:19][C:15](=[O:17])/[CH:14]=[C:13](/[C:10]3[CH:9]=[CH:8][C:7]([N:1]4[CH2:2][CH2:3][CH2:4][CH2:5][CH2:6]4)=[CH:12][CH:11]=3)\[CH3:18])[CH:8]=[CH:7][CH:12]=2)[CH:13]=[CH:25][N:23]=1. (3) Given the reactants C(N(C(C)C)CC)(C)C.CN(C(ON1N=NC2C=CC=CC1=2)=[N+](C)C)C.F[P-](F)(F)(F)(F)F.[OH:34][CH2:35][C:36]([N:38]([CH3:40])[CH3:39])=[O:37].[CH3:41][N:42]([CH3:62])[CH:43]1[CH2:48][CH2:47][N:46]([C:49](=[O:61])[CH2:50][CH2:51][C:52]2[N:53]([CH2:57][C:58](O)=[O:59])[CH:54]=[CH:55][N:56]=2)[CH2:45][CH2:44]1.Cl, predict the reaction product. The product is: [CH3:62][N:42]([CH3:41])[CH:43]1[CH2:48][CH2:47][N:46]([C:49](=[O:61])[CH2:50][CH2:51][C:52]2[N:53]([CH2:57][C:58]([O:34][CH2:35][C:36]([N:38]([CH3:40])[CH3:39])=[O:37])=[O:59])[CH:54]=[CH:55][N:56]=2)[CH2:45][CH2:44]1. (4) The product is: [C:1]1([CH2:7][CH2:8][CH2:9][C:10]([N:12]2[C@H:19]([CH3:20])[CH2:18][CH2:17][C@H:13]2[C:14]([N:36]2[CH2:37][CH2:38][CH2:39][C@H:35]2[C:33](=[O:34])[CH2:32][O:31][C:28](=[O:30])[CH3:29])=[O:16])=[O:11])[CH:2]=[CH:3][CH:4]=[CH:5][CH:6]=1. Given the reactants [C:1]1([CH2:7][CH2:8][CH2:9][C:10]([N:12]2[C@H:19]([CH3:20])[CH2:18][CH2:17][C@H:13]2[C:14]([OH:16])=O)=[O:11])[CH:6]=[CH:5][CH:4]=[CH:3][CH:2]=1.FC(F)(F)C(O)=O.[C:28]([O:31][CH2:32][C:33]([C@@H:35]1[CH2:39][CH2:38][CH2:37][NH:36]1)=[O:34])(=[O:30])[CH3:29], predict the reaction product.